From a dataset of NCI-60 drug combinations with 297,098 pairs across 59 cell lines. Regression. Given two drug SMILES strings and cell line genomic features, predict the synergy score measuring deviation from expected non-interaction effect. (1) Drug 1: C1CCN(CC1)CCOC2=CC=C(C=C2)C(=O)C3=C(SC4=C3C=CC(=C4)O)C5=CC=C(C=C5)O. Drug 2: C1=CC(=CC=C1CCC2=CNC3=C2C(=O)NC(=N3)N)C(=O)NC(CCC(=O)O)C(=O)O. Cell line: NCI-H226. Synergy scores: CSS=2.17, Synergy_ZIP=2.46, Synergy_Bliss=-1.18, Synergy_Loewe=-4.55, Synergy_HSA=-4.55. (2) Drug 1: CCC1(CC2CC(C3=C(CCN(C2)C1)C4=CC=CC=C4N3)(C5=C(C=C6C(=C5)C78CCN9C7C(C=CC9)(C(C(C8N6C)(C(=O)OC)O)OC(=O)C)CC)OC)C(=O)OC)O.OS(=O)(=O)O. Drug 2: COC1=NC(=NC2=C1N=CN2C3C(C(C(O3)CO)O)O)N. Cell line: NCIH23. Synergy scores: CSS=-1.05, Synergy_ZIP=4.10, Synergy_Bliss=3.98, Synergy_Loewe=-4.25, Synergy_HSA=-3.70. (3) Synergy scores: CSS=1.12, Synergy_ZIP=0.763, Synergy_Bliss=2.57, Synergy_Loewe=-3.39, Synergy_HSA=-0.427. Drug 2: C1CNP(=O)(OC1)N(CCCl)CCCl. Drug 1: C1=CC=C(C=C1)NC(=O)CCCCCCC(=O)NO. Cell line: NCI-H322M. (4) Drug 1: C1=C(C(=O)NC(=O)N1)F. Drug 2: CC1=C2C(C(=O)C3(C(CC4C(C3C(C(C2(C)C)(CC1OC(=O)C(C(C5=CC=CC=C5)NC(=O)C6=CC=CC=C6)O)O)OC(=O)C7=CC=CC=C7)(CO4)OC(=O)C)O)C)OC(=O)C. Cell line: SK-OV-3. Synergy scores: CSS=47.1, Synergy_ZIP=-2.14, Synergy_Bliss=-3.01, Synergy_Loewe=-10.6, Synergy_HSA=2.41.